Dataset: Retrosynthesis with 50K atom-mapped reactions and 10 reaction types from USPTO. Task: Predict the reactants needed to synthesize the given product. (1) Given the product CCC(=O)N(Cc1c(-c2ccccc2)noc1C)c1cccc(C#N)c1, predict the reactants needed to synthesize it. The reactants are: CCC(=O)Nc1cccc(C#N)c1.Cc1onc(-c2ccccc2)c1CBr. (2) Given the product O=C(CNC(=O)c1ccc(OCc2ccccc2)cc1)Oc1c(F)c(F)c(F)c(F)c1F, predict the reactants needed to synthesize it. The reactants are: O=C(O)CNC(=O)c1ccc(OCc2ccccc2)cc1.Oc1c(F)c(F)c(F)c(F)c1F. (3) Given the product COc1ccc(C2=C(c3ccc(OCc4cccc(C)n4)cc3)COC2=O)cc1, predict the reactants needed to synthesize it. The reactants are: COc1ccc(C2=C(c3ccc(O)cc3)COC2=O)cc1.Cc1cccc(CCl)n1. (4) Given the product N#Cc1cc(F)cc(Br)c1, predict the reactants needed to synthesize it. The reactants are: Fc1cc(Br)cc(Br)c1.N#C[Cu]. (5) Given the product CCC[C@H]1CC[C@H](c2ccc(OC(=O)c3ccc(OCC)c(F)c3F)c(F)c2F)CC1, predict the reactants needed to synthesize it. The reactants are: CCC[C@H]1CC[C@H](c2ccc(O)c(F)c2F)CC1.CCOc1ccc(C(=O)O)c(F)c1F.